From a dataset of Forward reaction prediction with 1.9M reactions from USPTO patents (1976-2016). Predict the product of the given reaction. (1) Given the reactants [F:1][C:2]1[CH:39]=[N:38][C:5]2[N:6]([C:31]3[CH:36]=[CH:35][CH:34]=[C:33](I)[CH:32]=3)[C:7](=[O:30])[N:8]([C@@H:11]3[CH2:16][CH2:15][C@H:14]([NH:17][C:18]([C:20]4[N:21]=[C:22]5[CH:27]=[CH:26][CH:25]=[C:24]([CH3:28])[N:23]5[CH:29]=4)=[O:19])[CH2:13][CH2:12]3)[C:9](=[O:10])[C:4]=2[CH:3]=1.[CH:40]([C:42]1[CH:47]=[CH:46][C:45](B(O)O)=[CH:44][CH:43]=1)=[O:41], predict the reaction product. The product is: [F:1][C:2]1[CH:39]=[N:38][C:5]2[N:6]([C:31]3[CH:32]=[C:33]([C:45]4[CH:46]=[CH:47][C:42]([CH:40]=[O:41])=[CH:43][CH:44]=4)[CH:34]=[CH:35][CH:36]=3)[C:7](=[O:30])[N:8]([C@@H:11]3[CH2:16][CH2:15][C@H:14]([NH:17][C:18]([C:20]4[N:21]=[C:22]5[CH:27]=[CH:26][CH:25]=[C:24]([CH3:28])[N:23]5[CH:29]=4)=[O:19])[CH2:13][CH2:12]3)[C:9](=[O:10])[C:4]=2[CH:3]=1. (2) Given the reactants [C:1]([N:4]1[CH2:13][CH2:12][C:11]2[C:6](=[CH:7][CH:8]=[CH:9][C:10]=2[N:14]([CH2:21][C:22]([N:24]([CH2:30][C:31]2[CH:36]=[CH:35][CH:34]=[CH:33][CH:32]=2)[CH2:25][CH2:26][N:27]([CH3:29])[CH3:28])=[O:23])C(=O)C(F)(F)F)[CH2:5]1)(=[O:3])[CH3:2].C([O-])([O-])=O.[K+].[K+].C([O-])(O)=O.[Na+], predict the reaction product. The product is: [C:1]([N:4]1[CH2:13][CH2:12][C:11]2[C:6](=[CH:7][CH:8]=[CH:9][C:10]=2[NH:14][CH2:21][C:22]([N:24]([CH2:30][C:31]2[CH:32]=[CH:33][CH:34]=[CH:35][CH:36]=2)[CH2:25][CH2:26][N:27]([CH3:29])[CH3:28])=[O:23])[CH2:5]1)(=[O:3])[CH3:2]. (3) Given the reactants [F:1][C:2]([F:35])([F:34])[C:3]1[CH:8]=[C:7]([C:9]2[CH:14]=[CH:13][C:12]([C:15]([F:18])([F:17])[F:16])=[CH:11][CH:10]=2)[N:6]=[C:5]([C:19]2[CH:24]=[CH:23][N:22]=[C:21]([C:25]3[S:29][C:28]([S:30]([NH2:33])(=[O:32])=[O:31])=[CH:27][CH:26]=3)[CH:20]=2)[N:4]=1.[C:36](O[C:36](=[O:39])[CH2:37][CH3:38])(=[O:39])[CH2:37][CH3:38].C(O)(=O)CC, predict the reaction product. The product is: [C:36]([NH:33][S:30]([C:28]1[S:29][C:25]([C:21]2[CH:20]=[C:19]([C:5]3[N:4]=[C:3]([C:2]([F:1])([F:34])[F:35])[CH:8]=[C:7]([C:9]4[CH:14]=[CH:13][C:12]([C:15]([F:18])([F:17])[F:16])=[CH:11][CH:10]=4)[N:6]=3)[CH:24]=[CH:23][N:22]=2)=[CH:26][CH:27]=1)(=[O:32])=[O:31])(=[O:39])[CH2:37][CH3:38]. (4) Given the reactants [C:1]1([C:7]2[C:16]3[C:11](=[C:12]([C:17]([F:20])([F:19])[F:18])[CH:13]=[CH:14][CH:15]=3)[N:10]=[CH:9][C:8]=2[C:21]([O:23]CC)=[O:22])[CH:6]=[CH:5][CH:4]=[CH:3][CH:2]=1.[OH-].[Na+], predict the reaction product. The product is: [C:1]1([C:7]2[C:16]3[C:11](=[C:12]([C:17]([F:19])([F:20])[F:18])[CH:13]=[CH:14][CH:15]=3)[N:10]=[CH:9][C:8]=2[C:21]([OH:23])=[O:22])[CH:2]=[CH:3][CH:4]=[CH:5][CH:6]=1. (5) Given the reactants [N+](C1C=CC([C:8]([O:10][C@@H:11]2[CH2:27][C@@H:26]3[C@@:14]([CH3:36])([C@@H:15]4[C@@H:23]([CH2:24][CH2:25]3)[C@:22]3([OH:28])[C@@:18]([CH3:35])([C@@H:19]([C:29]5[CH2:30][O:31][C:32](=[O:34])[CH:33]=5)[CH2:20][CH2:21]3)[CH2:17][CH2:16]4)[CH2:13][CH2:12]2)=[O:9])=CC=1)([O-])=O.[NH:39]1[CH2:44][CH2:43][NH:42][CH2:41][CH2:40]1, predict the reaction product. The product is: [N:39]1([C:8]([O:10][C@@H:11]2[CH2:27][C@@H:26]3[C@@:14]([CH3:36])([C@@H:15]4[C@@H:23]([CH2:24][CH2:25]3)[C@:22]3([OH:28])[C@@:18]([CH3:35])([C@@H:19]([C:29]5[CH2:30][O:31][C:32](=[O:34])[CH:33]=5)[CH2:20][CH2:21]3)[CH2:17][CH2:16]4)[CH2:13][CH2:12]2)=[O:9])[CH2:44][CH2:43][NH:42][CH2:41][CH2:40]1. (6) Given the reactants [NH2:1][C:2]1[CH:7]=[CH:6][C:5]([S:8]([N:11]=[C:12]([N:15]2[N:19]=[CH:18][C:17]3([CH2:23][CH2:22][CH2:21][CH2:20]3)[CH2:16]2)SC)(=[O:10])=[O:9])=[CH:4][CH:3]=1.[CH2:24]([NH2:26])[CH3:25], predict the reaction product. The product is: [NH2:1][C:2]1[CH:7]=[CH:6][C:5]([S:8]([N:11]=[C:12]([N:15]2[N:19]=[CH:18][C:17]3([CH2:23][CH2:22][CH2:21][CH2:20]3)[CH2:16]2)[NH:26][CH2:24][CH3:25])(=[O:10])=[O:9])=[CH:4][CH:3]=1. (7) Given the reactants [NH2:1][CH:2]1[CH2:7][CH2:6][N:5]([CH3:8])[CH2:4][CH2:3]1.[CH2:9]([S:11]([C:14]1[CH:15]=[C:16]([C:20]2[C:25]3[C:26]4[CH:32]=[C:31]([CH3:33])[CH:30]=[N:29][C:27]=4[NH:28][C:24]=3[C:23](NCCCN(C)C)=[N:22][CH:21]=2)[CH:17]=[CH:18][CH:19]=1)(=[O:13])=[O:12])[CH3:10], predict the reaction product. The product is: [CH2:9]([S:11]([C:14]1[CH:15]=[C:16]([C:20]2[C:25]3[C:26]4[CH:32]=[C:31]([CH3:33])[CH:30]=[N:29][C:27]=4[NH:28][C:24]=3[C:23]([NH:1][CH:2]3[CH2:7][CH2:6][N:5]([CH3:8])[CH2:4][CH2:3]3)=[N:22][CH:21]=2)[CH:17]=[CH:18][CH:19]=1)(=[O:12])=[O:13])[CH3:10]. (8) Given the reactants [C:1]([O:5][C:6]([NH:8][C:9]([CH3:14])([CH3:13])[C:10]([OH:12])=[O:11])=[O:7])([CH3:4])([CH3:3])[CH3:2].C(=O)([O-])[O-].[K+].[K+].[CH2:21](Br)[C:22]1[CH:27]=[CH:26][CH:25]=[CH:24][CH:23]=1.O, predict the reaction product. The product is: [C:1]([O:5][C:6]([NH:8][C:9]([CH3:14])([CH3:13])[C:10]([O:12][CH2:21][C:22]1[CH:27]=[CH:26][CH:25]=[CH:24][CH:23]=1)=[O:11])=[O:7])([CH3:4])([CH3:2])[CH3:3].